This data is from Full USPTO retrosynthesis dataset with 1.9M reactions from patents (1976-2016). The task is: Predict the reactants needed to synthesize the given product. (1) Given the product [Br-:4].[Mg+2:3].[NH:11]1[C:12]2[C:8](=[CH:7][CH:6]=[CH:14][CH:13]=2)[CH:9]=[CH:10]1.[Br-:5], predict the reactants needed to synthesize it. The reactants are: C([Mg:3][Br:4])C.[Br:5][C:6]1[CH:7]=[C:8]2[C:12](=[CH:13][CH:14]=1)[NH:11][CH:10]=[CH:9]2. (2) Given the product [OH:14][NH:13][C:10]([C:8]1[CH:7]=[CH:6][C:5]2[O:1][CH:2]=[CH:3][C:4]=2[CH:9]=1)=[NH:11], predict the reactants needed to synthesize it. The reactants are: [O:1]1[C:5]2[CH:6]=[CH:7][C:8]([C:10]#[N:11])=[CH:9][C:4]=2[CH:3]=[CH:2]1.Cl.[NH2:13][OH:14].C([O-])([O-])=O.[Na+].[Na+]. (3) Given the product [O:27]([C:2]1[N:11]=[C:10]2[C:5]([CH:6]=[C:7]([C:16]([O:18][CH2:19][CH3:20])=[O:17])[C:8]([C:12]([F:15])([F:14])[F:13])=[N:9]2)=[CH:4][CH:3]=1)[C:21]1[CH:26]=[CH:25][CH:24]=[CH:23][CH:22]=1, predict the reactants needed to synthesize it. The reactants are: Cl[C:2]1[N:11]=[C:10]2[C:5]([CH:6]=[C:7]([C:16]([O:18][CH2:19][CH3:20])=[O:17])[C:8]([C:12]([F:15])([F:14])[F:13])=[N:9]2)=[CH:4][CH:3]=1.[C:21]1([OH:27])[CH:26]=[CH:25][CH:24]=[CH:23][CH:22]=1.C(=O)([O-])[O-].[Cs+].[Cs+]. (4) Given the product [CH2:1]([O:3][C:4]1[CH:9]=[CH:8][CH:7]=[CH:6][C:5]=1[C:19]1[CH:20]=[CH:21][C:22]([N+:24]([O-:26])=[O:25])=[CH:23][C:18]=1[N+:15]([O-:17])=[O:16])[CH3:2], predict the reactants needed to synthesize it. The reactants are: [CH2:1]([O:3][C:4]1[CH:9]=[CH:8][CH:7]=[CH:6][C:5]=1B(O)O)[CH3:2].[F-].[K+].[N+:15]([C:18]1[CH:23]=[C:22]([N+:24]([O-:26])=[O:25])[CH:21]=[CH:20][C:19]=1Br)([O-:17])=[O:16].C(P(C(C)(C)C)C(C)(C)C)(C)(C)C.